This data is from CYP2C19 inhibition data for predicting drug metabolism from PubChem BioAssay. The task is: Regression/Classification. Given a drug SMILES string, predict its absorption, distribution, metabolism, or excretion properties. Task type varies by dataset: regression for continuous measurements (e.g., permeability, clearance, half-life) or binary classification for categorical outcomes (e.g., BBB penetration, CYP inhibition). Dataset: cyp2c19_veith. (1) The molecule is COc1ccc([C@@H](Nc2ncccn2)c2cc3c(cc2O)OCO3)cc1. The result is 1 (inhibitor). (2) The compound is CC[C@]1(c2ncc[nH]2)Cc2ccccc2O1. The result is 1 (inhibitor). (3) The molecule is COc1ccc(-c2nc3cnc(Oc4cccc(Cl)c4)nc3n(C[C@H]3CCCO3)c2=O)cc1. The result is 0 (non-inhibitor). (4) The drug is CC(C)=CCNc1ncnc2nc[nH]c12. The result is 0 (non-inhibitor). (5) The compound is CCn1c(SCC(=O)NC2CCCc3ccccc32)nnc1-c1cccs1. The result is 1 (inhibitor). (6) The result is 1 (inhibitor). The drug is CCOC(=O)N1CCN(C(=O)CNS(=O)(=O)c2cccs2)CC1.